From a dataset of Full USPTO retrosynthesis dataset with 1.9M reactions from patents (1976-2016). Predict the reactants needed to synthesize the given product. (1) Given the product [Cl:25][C:26]1[N:27]=[C:28]([NH:5][CH2:6][C:7]2[C:8]([N:13]([CH3:18])[S:14]([CH3:17])(=[O:16])=[O:15])=[N:9][CH:10]=[CH:11][CH:12]=2)[C:29]([C:33]([F:36])([F:34])[F:35])=[CH:30][N:31]=1, predict the reactants needed to synthesize it. The reactants are: C(O)(=O)C.[NH2:5][CH2:6][C:7]1[C:8]([N:13]([CH3:18])[S:14]([CH3:17])(=[O:16])=[O:15])=[N:9][CH:10]=[CH:11][CH:12]=1.C(O)C(F)(F)F.[Cl:25][C:26]1[N:31]=[C:30](Cl)[C:29]([C:33]([F:36])([F:35])[F:34])=[CH:28][N:27]=1. (2) Given the product [Br:1][C:2]1[CH:7]=[CH:6][C:5]([NH:8][CH2:9][CH2:10][O:11][C:12]([F:13])([F:15])[F:14])=[C:4]([NH:16][C:22](=[O:23])[CH2:21][C:17]([CH3:20])([CH3:19])[CH3:18])[CH:3]=1, predict the reactants needed to synthesize it. The reactants are: [Br:1][C:2]1[CH:3]=[C:4]([NH2:16])[C:5]([NH:8][CH2:9][CH2:10][O:11][C:12]([F:15])([F:14])[F:13])=[CH:6][CH:7]=1.[C:17]([CH2:21][C:22](Cl)=[O:23])([CH3:20])([CH3:19])[CH3:18]. (3) The reactants are: [SH:1][C:2]1[CH:7]=[CH:6][C:5]([O:8][CH2:9][C:10]([O:12][CH2:13][CH3:14])=[O:11])=[C:4]([CH3:15])[CH:3]=1.[Br:16][C:17]1[N:22]=[C:21]([CH:23](O)[CH2:24][O:25][CH2:26][CH3:27])[CH:20]=[CH:19][CH:18]=1.C1C=CC(P(C2C=CC=CC=2)C2C=CC=CC=2)=CC=1.CC(OC(/N=N/C(OC(C)C)=O)=O)C. Given the product [Br:16][C:17]1[N:22]=[C:21]([CH:23]([S:1][C:2]2[CH:7]=[CH:6][C:5]([O:8][CH2:9][C:10]([O:12][CH2:13][CH3:14])=[O:11])=[C:4]([CH3:15])[CH:3]=2)[CH2:24][O:25][CH2:26][CH3:27])[CH:20]=[CH:19][CH:18]=1, predict the reactants needed to synthesize it. (4) The reactants are: [CH:1]1([CH2:7][CH:8]=[CH2:9])[CH2:6][CH2:5][CH2:4][CH2:3][CH2:2]1.[Mn]([O-])(=O)(=O)=[O:11].[K+].N([O-])=O.[Na+].S(=O)(=O)(O)O.[OH2:25]. Given the product [CH:1]1([CH2:7][C:8](=[O:11])[CH2:9][OH:25])[CH2:6][CH2:5][CH2:4][CH2:3][CH2:2]1, predict the reactants needed to synthesize it.